Dataset: Full USPTO retrosynthesis dataset with 1.9M reactions from patents (1976-2016). Task: Predict the reactants needed to synthesize the given product. (1) Given the product [C:29]([O:1][CH2:2][C:3]1[CH:8]=[C:7]([C:9]2[CH:10]=[CH:11][C:12]([C:15]([F:18])([F:17])[F:16])=[CH:13][CH:14]=2)[C:6]([C:19]([OH:21])=[O:20])=[CH:5][CH:4]=1)(=[O:31])[CH3:30], predict the reactants needed to synthesize it. The reactants are: [OH:1][CH2:2][C:3]1[CH:8]=[C:7]([C:9]2[CH:14]=[CH:13][C:12]([C:15]([F:18])([F:17])[F:16])=[CH:11][CH:10]=2)[C:6]([C:19]([OH:21])=[O:20])=[CH:5][CH:4]=1.C(N(CC)CC)C.[C:29](Cl)(=[O:31])[CH3:30].Cl. (2) Given the product [OH:2][C:3]1[CH:8]=[CH:7][C:6]([S:9]([NH:12][C:13]2[CH:14]=[C:15]([B:19]([OH:23])[OH:20])[CH:16]=[CH:17][CH:18]=2)(=[O:11])=[O:10])=[CH:5][CH:4]=1, predict the reactants needed to synthesize it. The reactants are: C[O:2][C:3]1[CH:8]=[CH:7][C:6]([S:9]([NH:12][C:13]2[CH:18]=[CH:17][CH:16]=[C:15]([B:19]3[O:23]C(C)(C)C(C)(C)[O:20]3)[CH:14]=2)(=[O:11])=[O:10])=[CH:5][CH:4]=1.B(Br)(Br)Br. (3) Given the product [F:19][C:20]1[N:21]=[C:22]([O:3][CH2:4][C:5]2[CH:10]=[CH:9][CH:8]=[CH:7][C:6]=2[C:11](=[N:16][O:17][CH3:18])[C:12]([NH:14][CH3:15])=[O:13])[CH:23]=[CH:24][CH:25]=1, predict the reactants needed to synthesize it. The reactants are: [H-].[Na+].[OH:3][CH2:4][C:5]1[CH:10]=[CH:9][CH:8]=[CH:7][C:6]=1[C:11](=[N:16][O:17][CH3:18])[C:12]([NH:14][CH3:15])=[O:13].[F:19][C:20]1[CH:25]=[CH:24][CH:23]=[C:22](F)[N:21]=1.O. (4) Given the product [O:19]1[C:20]2[CH:26]=[CH:25][CH:24]=[CH:23][C:21]=2[N:22]=[C:18]1[CH:16]([OH:17])[CH:13]([NH:12][C:10]([CH:9]([NH:8][C:46]([C:43]1[CH:42]=[CH:41][C:40]([C:35]2[CH:36]=[CH:37][CH:38]=[CH:39][C:34]=2[Cl:33])=[CH:45][CH:44]=1)=[O:47])[CH:27]1[CH2:32][CH2:31][CH2:30][CH2:29][CH2:28]1)=[O:11])[CH2:14][CH3:15], predict the reactants needed to synthesize it. The reactants are: OC(C(F)(F)F)=O.[NH2:8][CH:9]([CH:27]1[CH2:32][CH2:31][CH2:30][CH2:29][CH2:28]1)[C:10]([NH:12][CH:13]([CH:16]([C:18]1[O:19][C:20]2[CH:26]=[CH:25][CH:24]=[CH:23][C:21]=2[N:22]=1)[OH:17])[CH2:14][CH3:15])=[O:11].[Cl:33][C:34]1[CH:39]=[CH:38][CH:37]=[CH:36][C:35]=1[C:40]1[CH:45]=[CH:44][C:43]([C:46](O)=[O:47])=[CH:42][CH:41]=1.C1C=CC2N(O)N=NC=2C=1.C(Cl)CCl.CN1CCOCC1. (5) Given the product [C:42]([OH:48])([C:44]([F:47])([F:46])[F:45])=[O:43].[NH2:8][C:9]1[N:10]=[CH:11][CH:12]=[C:13]2[C:18]=1[C:17](=[O:19])[N:16]([CH3:20])[C:15]1[CH:21]=[C:22]([O:25][CH2:26][C@@H:27]([NH2:32])[CH2:28][CH:29]([CH3:30])[CH3:31])[CH:23]=[CH:24][C:14]2=1, predict the reactants needed to synthesize it. The reactants are: COC1C=CC(C[NH:8][C:9]2[N:10]=[CH:11][CH:12]=[C:13]3[C:18]=2[C:17](=[O:19])[N:16]([CH3:20])[C:15]2[CH:21]=[C:22]([O:25][CH2:26][C@@H:27]([NH:32]C(=O)OC(C)(C)C)[CH2:28][CH:29]([CH3:31])[CH3:30])[CH:23]=[CH:24][C:14]3=2)=CC=1.[C:42]([OH:48])([C:44]([F:47])([F:46])[F:45])=[O:43]. (6) Given the product [F:23][C:2]([F:1])([F:22])[C:3]1[CH:17]=[C:16]([C:18]([F:21])([F:20])[F:19])[CH:15]=[CH:14][C:4]=1[CH2:5][N:6]1[CH2:11][CH2:10][CH:9](/[CH:12]=[C:32]2/[C:28]([NH:27][CH2:24][C:25]#[CH:26])=[N:29][C:30](=[O:33])[S:31]/2)[CH2:8][CH2:7]1, predict the reactants needed to synthesize it. The reactants are: [F:1][C:2]([F:23])([F:22])[C:3]1[CH:17]=[C:16]([C:18]([F:21])([F:20])[F:19])[CH:15]=[CH:14][C:4]=1[CH2:5][N:6]1[CH2:11][CH2:10][CH:9]([CH:12]=O)[CH2:8][CH2:7]1.[CH2:24]([NH:27][C:28]1[CH2:32][S:31][C:30](=[O:33])[N:29]=1)[C:25]#[CH:26].C([O-])(=O)C.[NH2+]1CCCCC1. (7) Given the product [Cl:17][C:7]1[CH:6]=[C:5]([CH:10]=[C:9]([C:11]([F:14])([F:13])[F:12])[C:8]=1[CH2:15][N:19]1[CH2:22][CH:21]([NH:23][C:24]([O:25][C:26]([CH3:29])([CH3:28])[CH3:27])=[O:30])[CH2:20]1)[C:4]([O:3][CH2:1][CH3:2])=[O:18], predict the reactants needed to synthesize it. The reactants are: [CH2:1]([O:3][C:4](=[O:18])[C:5]1[CH:10]=[C:9]([C:11]([F:14])([F:13])[F:12])[C:8]([CH:15]=O)=[C:7]([Cl:17])[CH:6]=1)[CH3:2].[NH:19]1[CH2:22][CH:21]([NH:23][C:24](=[O:30])[O:25][C:26]([CH3:29])([CH3:28])[CH3:27])[CH2:20]1.